This data is from Forward reaction prediction with 1.9M reactions from USPTO patents (1976-2016). The task is: Predict the product of the given reaction. (1) The product is: [C:3]([N:11]([CH2:13][C:14]1[CH:15]=[C:16]([C:20]2[CH:25]=[CH:24][C:23]([CH2:26][CH2:27][C:28]([OH:30])=[O:29])=[CH:22][C:21]=2[O:32][CH2:33][CH2:34][CH2:35][CH3:36])[CH:17]=[CH:18][CH:19]=1)[CH3:12])(=[O:10])[C:4]1[CH:9]=[CH:8][CH:7]=[CH:6][CH:5]=1. Given the reactants [OH-].[Na+].[C:3]([N:11]([CH2:13][C:14]1[CH:15]=[C:16]([C:20]2[CH:25]=[CH:24][C:23]([CH2:26][CH2:27][C:28]([O:30]C)=[O:29])=[CH:22][C:21]=2[O:32][CH2:33][CH2:34][CH2:35][CH3:36])[CH:17]=[CH:18][CH:19]=1)[CH3:12])(=[O:10])[C:4]1[CH:9]=[CH:8][CH:7]=[CH:6][CH:5]=1, predict the reaction product. (2) Given the reactants Cl.[CH3:2][C:3]([CH3:35])([CH3:34])[CH2:4][C:5]1[N:6]=[C:7]([C:16]([OH:33])([CH3:32])[CH2:17][C:18]2[CH:23]=[CH:22][C:21]([C:24]3[CH:29]=[CH:28][C:27]([F:30])=[CH:26][N:25]=3)=[CH:20][C:19]=2[F:31])[N:8](S(N(C)C)(=O)=O)[CH:9]=1, predict the reaction product. The product is: [CH3:2][C:3]([CH3:35])([CH3:34])[CH2:4][C:5]1[N:6]=[C:7]([C:16]([OH:33])([CH3:32])[CH2:17][C:18]2[CH:23]=[CH:22][C:21]([C:24]3[CH:29]=[CH:28][C:27]([F:30])=[CH:26][N:25]=3)=[CH:20][C:19]=2[F:31])[NH:8][CH:9]=1. (3) Given the reactants [N:1]1[CH:6]=[CH:5][CH:4]=[C:3]2[CH2:7][CH2:8][CH:9]([C:10]([O:12][CH3:13])=[O:11])[C:2]=12.C1C=C(Cl)C=C(C(OO)=[O:22])C=1, predict the reaction product. The product is: [N+:1]1([O-:22])[CH:6]=[CH:5][CH:4]=[C:3]2[CH2:7][CH2:8][CH:9]([C:10]([O:12][CH3:13])=[O:11])[C:2]=12. (4) Given the reactants [S:1]1[C:5]2[CH:6]=[CH:7][CH:8]=[C:9]([O:10][C:11]3[CH:16]=[CH:15][C:14]([NH:17][C:18]4[C:19]5[N:26]([CH2:27][CH2:28][OH:29])[CH:25]=[CH:24][C:20]=5[N:21]=[CH:22][N:23]=4)=[CH:13][C:12]=3[Cl:30])[C:4]=2[CH:3]=[N:2]1.[O:31]1[C:35](=[O:36])[CH2:34][CH2:33][C:32]1=[O:37].C(N(CC)CC)C.[Cl-].[NH4+], predict the reaction product. The product is: [S:1]1[C:5]2[CH:6]=[CH:7][CH:8]=[C:9]([O:10][C:11]3[CH:16]=[CH:15][C:14]([NH:17][C:18]4[C:19]5[N:26]([CH2:27][CH2:28][O:29][C:35](=[O:36])[CH2:34][CH2:33][C:32]([OH:37])=[O:31])[CH:25]=[CH:24][C:20]=5[N:21]=[CH:22][N:23]=4)=[CH:13][C:12]=3[Cl:30])[C:4]=2[CH:3]=[N:2]1. (5) Given the reactants CC(C[AlH]CC(C)C)C.[F:10][C:11]([F:36])([F:35])[C:12]1[CH:34]=[CH:33][CH:32]=[CH:31][C:13]=1[O:14][CH:15]1[CH2:20][CH2:19][N:18]([C:21]2[S:22][CH:23]=[C:24]([C:26](OCC)=[O:27])[N:25]=2)[CH2:17][CH2:16]1.CO, predict the reaction product. The product is: [F:35][C:11]([F:10])([F:36])[C:12]1[CH:34]=[CH:33][CH:32]=[CH:31][C:13]=1[O:14][CH:15]1[CH2:16][CH2:17][N:18]([C:21]2[S:22][CH:23]=[C:24]([CH:26]=[O:27])[N:25]=2)[CH2:19][CH2:20]1. (6) Given the reactants [Si]([O:8][C@H:9]1[CH2:31][CH2:30][C@@:29]2([CH3:32])[C@@H:11]([CH2:12][CH2:13][C:14]3[C:15]4[C@:25]([CH3:33])([CH2:26][CH2:27][C:28]=32)[C@@H:18]([C@H:19]([CH3:24])[CH2:20]CCO)[CH2:17][CH:16]=4)[C:10]1([CH3:35])[CH3:34])(C(C)(C)C)(C)C.[C:36]([O:39][C:40](=O)[CH3:41])(=[O:38])[CH3:37], predict the reaction product. The product is: [CH3:35][C:10]1([CH3:34])[C@@H:9]([OH:8])[CH2:31][CH2:30][C@@:29]2([CH3:32])[C@H:11]1[CH2:12][CH2:13][C:14]1[C:15]3[C@:25]([CH3:33])([CH2:26][CH2:27][C:28]=12)[C@@H:18]([C@H:19]([CH3:24])[CH2:20][CH2:41][CH2:40][O:39][C:36](=[O:38])[CH3:37])[CH2:17][CH:16]=3.